Dataset: Forward reaction prediction with 1.9M reactions from USPTO patents (1976-2016). Task: Predict the product of the given reaction. Given the reactants [CH3:1][C:2]1([CH3:39])[CH2:10][C:9]2[N:8]([CH2:11][O:12][CH2:13][CH2:14][Si:15]([CH3:18])([CH3:17])[CH3:16])[N:7]=[C:6]([C:19]3[N:20]([CH2:31][O:32][CH2:33][CH2:34][Si:35]([CH3:38])([CH3:37])[CH3:36])[C:21]4[C:26]([CH:27]=3)=[CH:25][CH:24]=[C:23](C(O)=O)[CH:22]=4)[C:5]=2[CH2:4][CH2:3]1.C([N:42]([CH2:45]C)CC)C.[CH2:47]([OH:54])[C:48]1[CH:53]=[CH:52][CH:51]=[CH:50][CH:49]=1.C1(P(N=[N+]=[N-])(C2C=CC=CC=2)=[O:62])C=CC=CC=1, predict the reaction product. The product is: [CH3:1][C:2]1([CH3:39])[CH2:10][C:9]2[N:8]([CH2:11][O:12][CH2:13][CH2:14][Si:15]([CH3:17])([CH3:16])[CH3:18])[N:7]=[C:6]([C:19]3[N:20]([CH2:31][O:32][CH2:33][CH2:34][Si:35]([CH3:37])([CH3:38])[CH3:36])[C:21]4[C:26]([CH:27]=3)=[CH:25][CH:24]=[C:23]([NH:42][C:45](=[O:62])[O:54][CH2:47][C:48]3[CH:53]=[CH:52][CH:51]=[CH:50][CH:49]=3)[CH:22]=4)[C:5]=2[CH2:4][CH2:3]1.